Dataset: Catalyst prediction with 721,799 reactions and 888 catalyst types from USPTO. Task: Predict which catalyst facilitates the given reaction. (1) Reactant: C([N:14]1[CH2:17][CH:16]([OH:18])[CH2:15]1)(C1C=CC=CC=1)C1C=CC=CC=1.[C:19]([OH:25])([C:21]([F:24])([F:23])[F:22])=[O:20]. Product: [F:22][C:21]([F:24])([F:23])[C:19]([OH:25])=[O:20].[OH:18][CH:16]1[CH2:17][NH:14][CH2:15]1. The catalyst class is: 293. (2) Reactant: Cl[C:2]1[C:11]([C:12]2[CH:17]=[CH:16][CH:15]=[CH:14][CH:13]=2)=[N:10][C:9]2[C:8]([C:18]([O:20][CH3:21])=[O:19])=[C:7]([O:22][CH3:23])[CH:6]=[CH:5][C:4]=2[N:3]=1.C([Sn](CCCC)(CCCC)[C:29]1[S:30][CH:31]=[CH:32][N:33]=1)CCC. Product: [CH3:23][O:22][C:7]1[CH:6]=[CH:5][C:4]2[N:3]=[C:2]([C:29]3[S:30][CH:31]=[CH:32][N:33]=3)[C:11]([C:12]3[CH:17]=[CH:16][CH:15]=[CH:14][CH:13]=3)=[N:10][C:9]=2[C:8]=1[C:18]([O:20][CH3:21])=[O:19]. The catalyst class is: 77.